Dataset: Peptide-MHC class I binding affinity with 185,985 pairs from IEDB/IMGT. Task: Regression. Given a peptide amino acid sequence and an MHC pseudo amino acid sequence, predict their binding affinity value. This is MHC class I binding data. (1) The peptide sequence is DIETAIRAGY. The MHC is HLA-A33:01 with pseudo-sequence HLA-A33:01. The binding affinity (normalized) is 0.185. (2) The peptide sequence is KYAEAFQMV. The MHC is HLA-B39:01 with pseudo-sequence HLA-B39:01. The binding affinity (normalized) is 0.0847. (3) The peptide sequence is AALDLSHFL. The MHC is HLA-B58:01 with pseudo-sequence HLA-B58:01. The binding affinity (normalized) is 0.418. (4) The peptide sequence is QREPWDEWVV. The MHC is Mamu-B03 with pseudo-sequence Mamu-B03. The binding affinity (normalized) is 0.146. (5) The peptide sequence is FTLSFGNST. The MHC is HLA-A69:01 with pseudo-sequence HLA-A69:01. The binding affinity (normalized) is 0.723. (6) The MHC is HLA-C04:01 with pseudo-sequence HLA-C04:01. The binding affinity (normalized) is 0.213. The peptide sequence is VEMQLAVVI.